From a dataset of NCI-60 drug combinations with 297,098 pairs across 59 cell lines. Regression. Given two drug SMILES strings and cell line genomic features, predict the synergy score measuring deviation from expected non-interaction effect. (1) Drug 1: C1=CC(=CC=C1CCCC(=O)O)N(CCCl)CCCl. Drug 2: CC1C(C(CC(O1)OC2CC(OC(C2O)C)OC3=CC4=CC5=C(C(=O)C(C(C5)C(C(=O)C(C(C)O)O)OC)OC6CC(C(C(O6)C)O)OC7CC(C(C(O7)C)O)OC8CC(C(C(O8)C)O)(C)O)C(=C4C(=C3C)O)O)O)O. Cell line: CCRF-CEM. Synergy scores: CSS=39.0, Synergy_ZIP=-4.29, Synergy_Bliss=-9.74, Synergy_Loewe=-10.0, Synergy_HSA=-9.90. (2) Drug 1: CC1=C2C(C(=O)C3(C(CC4C(C3C(C(C2(C)C)(CC1OC(=O)C(C(C5=CC=CC=C5)NC(=O)OC(C)(C)C)O)O)OC(=O)C6=CC=CC=C6)(CO4)OC(=O)C)OC)C)OC. Drug 2: C1C(C(OC1N2C=NC3=C(N=C(N=C32)Cl)N)CO)O. Cell line: KM12. Synergy scores: CSS=32.9, Synergy_ZIP=-3.52, Synergy_Bliss=-7.54, Synergy_Loewe=-11.5, Synergy_HSA=-4.93. (3) Drug 1: C1=C(C(=O)NC(=O)N1)N(CCCl)CCCl. Drug 2: CC1C(C(CC(O1)OC2CC(OC(C2O)C)OC3=CC4=CC5=C(C(=O)C(C(C5)C(C(=O)C(C(C)O)O)OC)OC6CC(C(C(O6)C)O)OC7CC(C(C(O7)C)O)OC8CC(C(C(O8)C)O)(C)O)C(=C4C(=C3C)O)O)O)O. Cell line: U251. Synergy scores: CSS=19.4, Synergy_ZIP=-9.33, Synergy_Bliss=-6.90, Synergy_Loewe=-6.85, Synergy_HSA=-6.61. (4) Drug 1: C1CCC(C1)C(CC#N)N2C=C(C=N2)C3=C4C=CNC4=NC=N3. Drug 2: CC1=C2C(C(=O)C3(C(CC4C(C3C(C(C2(C)C)(CC1OC(=O)C(C(C5=CC=CC=C5)NC(=O)OC(C)(C)C)O)O)OC(=O)C6=CC=CC=C6)(CO4)OC(=O)C)OC)C)OC. Cell line: PC-3. Synergy scores: CSS=29.5, Synergy_ZIP=-9.51, Synergy_Bliss=-7.17, Synergy_Loewe=-48.3, Synergy_HSA=-8.29.